This data is from Forward reaction prediction with 1.9M reactions from USPTO patents (1976-2016). The task is: Predict the product of the given reaction. (1) Given the reactants Cl.Cl.[CH2:3]([C:7]1[N:12]=[N:11][C:10]([O:13][CH2:14][CH:15]2[O:20][CH2:19][CH2:18][NH:17][CH2:16]2)=[CH:9][C:8]=1[C:21]1[CH:26]=[CH:25][C:24]([O:27][CH:28]2[CH2:33][CH2:32][CH2:31][CH2:30][CH2:29]2)=[CH:23][CH:22]=1)[CH2:4][CH2:5][CH3:6].C=O.[C:36](O[BH-](OC(=O)C)OC(=O)C)(=O)C, predict the reaction product. The product is: [CH2:3]([C:7]1[N:12]=[N:11][C:10]([O:13][CH2:14][CH:15]2[O:20][CH2:19][CH2:18][N:17]([CH3:36])[CH2:16]2)=[CH:9][C:8]=1[C:21]1[CH:22]=[CH:23][C:24]([O:27][CH:28]2[CH2:33][CH2:32][CH2:31][CH2:30][CH2:29]2)=[CH:25][CH:26]=1)[CH2:4][CH2:5][CH3:6]. (2) Given the reactants [Cl:1][C:2]1[CH:3]=[C:4]([CH:9]=[CH:10][C:11]=1[O:12][CH:13]([CH3:15])[CH3:14])/[C:5](=[N:7]/[OH:8])/[NH2:6].Br[C:17]1[CH:25]=[CH:24][C:20]([C:21](O)=O)=[CH:19][N:18]=1.C1CCC(N=C=NC2CCCCC2)CC1.[CH:41]1[CH:42]=[CH:43][C:44]2[N:49]([OH:50])[N:48]=[N:47][C:45]=2[CH:46]=1.CCN(C(C)C)C(C)C, predict the reaction product. The product is: [N:49]1([O:50][C:17]2[N:18]=[CH:19][C:20]([C:21]3[O:8][N:7]=[C:5]([C:4]4[CH:9]=[CH:10][C:11]([O:12][CH:13]([CH3:15])[CH3:14])=[C:2]([Cl:1])[CH:3]=4)[N:6]=3)=[CH:24][CH:25]=2)[C:44]2[CH:43]=[CH:42][CH:41]=[CH:46][C:45]=2[N:47]=[N:48]1. (3) Given the reactants Br[C:2]1[S:3][C:4]([S:17]([N:20]2[CH2:25][CH2:24][N:23]([CH3:26])[CH2:22][CH2:21]2)(=[O:19])=[O:18])=[CH:5][C:6]=1[C:7]1[S:11][C:10]([NH:12][C:13](=[O:15])[CH3:14])=[N:9][C:8]=1[CH3:16].C([Li])CCC, predict the reaction product. The product is: [CH3:16][C:8]1[N:9]=[C:10]([NH:12][C:13](=[O:15])[CH3:14])[S:11][C:7]=1[C:6]1[CH:5]=[C:4]([S:17]([N:20]2[CH2:25][CH2:24][N:23]([CH3:26])[CH2:22][CH2:21]2)(=[O:19])=[O:18])[S:3][CH:2]=1. (4) Given the reactants [Cl:1][C:2]1[C:18]([N+:19]([O-])=O)=[CH:17][CH:16]=[CH:15][C:3]=1[C:4]([N:6]1[CH2:10][CH2:9][CH2:8][C@H:7]1[C:11]([O:13][CH3:14])=[O:12])=[O:5].[Sn](Cl)(Cl)(Cl)Cl, predict the reaction product. The product is: [NH2:19][C:18]1[C:2]([Cl:1])=[C:3]([CH:15]=[CH:16][CH:17]=1)[C:4]([N:6]1[CH2:10][CH2:9][CH2:8][C@H:7]1[C:11]([O:13][CH3:14])=[O:12])=[O:5]. (5) Given the reactants [C:1]([C:3]1[C:19]([OH:20])=[C:18]([OH:21])[CH:17]=[C:16]([C:22]#[N:23])[C:4]=1[CH2:5][C:6]1[CH:11]=[CH:10][C:9]([CH2:12][C:13]([OH:15])=[O:14])=[CH:8][CH:7]=1)#[N:2].S(Cl)(Cl)=O.[CH3:28]O, predict the reaction product. The product is: [C:1]([C:3]1[C:19]([OH:20])=[C:18]([OH:21])[CH:17]=[C:16]([C:22]#[N:23])[C:4]=1[CH2:5][C:6]1[CH:11]=[CH:10][C:9]([CH2:12][C:13]([O:15][CH3:28])=[O:14])=[CH:8][CH:7]=1)#[N:2].